This data is from Full USPTO retrosynthesis dataset with 1.9M reactions from patents (1976-2016). The task is: Predict the reactants needed to synthesize the given product. (1) Given the product [CH3:1][O:2][C:3]1[CH:12]=[C:11]2[C:6]([CH2:7][CH2:8][CH:9]([O:13][C:15](=[O:16])[CH3:14])[CH2:10]2)=[CH:5][CH:4]=1, predict the reactants needed to synthesize it. The reactants are: [CH3:1][O:2][C:3]1[CH:12]=[C:11]2[C:6]([CH2:7][CH2:8][CH:9]([OH:13])[CH2:10]2)=[CH:5][CH:4]=1.[CH3:14][C:15](O)=[O:16]. (2) Given the product [C:1]([O:5][C:6]([CH:8]1[CH2:13][CH2:12][C:11]([C:14]2([CH2:29][C:28]3[CH:31]=[CH:32][CH:33]=[C:26]([Cl:25])[CH:27]=3)[C:22]3[C:17](=[CH:18][C:19]([Cl:23])=[CH:20][CH:21]=3)[NH:16][C:15]2=[O:24])=[CH:10][NH:9]1)=[O:7])([CH3:4])([CH3:2])[CH3:3], predict the reactants needed to synthesize it. The reactants are: [C:1]([O:5][C:6]([CH:8]1[CH2:13][CH2:12][C:11]([CH:14]2[C:22]3[C:17](=[CH:18][C:19]([Cl:23])=[CH:20][CH:21]=3)[NH:16][C:15]2=[O:24])=[CH:10][NH:9]1)=[O:7])([CH3:4])([CH3:3])[CH3:2].[Cl:25][C:26]1[CH:27]=[C:28]([CH:31]=[CH:32][CH:33]=1)[CH2:29]Br.[I-].[K+].C(=O)([O-])[O-].[K+].[K+]. (3) Given the product [CH3:6][C:3]([C:7]1[CH:8]=[C:9]([CH3:13])[CH:10]=[CH:11][CH:12]=1)([CH3:2])[CH2:4][NH:5][C:25]([NH:49][C:41]1([CH3:40])[CH:46]2[CH2:47][CH2:48][N:43]([CH2:44][CH2:45]2)[CH2:42]1)=[O:31], predict the reactants needed to synthesize it. The reactants are: Cl.[CH3:2][C:3]([C:7]1[CH:8]=[C:9]([CH3:13])[CH:10]=[CH:11][CH:12]=1)([CH3:6])[CH2:4][NH2:5].C(N(CC)CC)C.ClC(Cl)(O[C:25](=[O:31])OC(Cl)(Cl)Cl)Cl.FC(F)(F)C(O)=O.[CH3:40][C:41]1([NH2:49])[CH:46]2[CH2:47][CH2:48][N:43]([CH2:44][CH2:45]2)[CH2:42]1. (4) Given the product [CH2:1]([O:3][C:4]([C:6]1([C:9]2[CH:14]=[CH:13][C:12]([C:15]3[CH:20]=[CH:19][C:18]([C:21]4[O:25][N:24]=[C:23]([CH3:26])[C:22]=4[NH:27][C:28]4[N:29]=[C:30]([C:40]5[CH:39]=[N:38][C:37]([O:36][CH3:35])=[CH:42][CH:41]=5)[CH:31]=[CH:32][CH:33]=4)=[CH:17][CH:16]=3)=[CH:11][CH:10]=2)[CH2:8][CH2:7]1)=[O:5])[CH3:2], predict the reactants needed to synthesize it. The reactants are: [CH2:1]([O:3][C:4]([C:6]1([C:9]2[CH:14]=[CH:13][C:12]([C:15]3[CH:20]=[CH:19][C:18]([C:21]4[O:25][N:24]=[C:23]([CH3:26])[C:22]=4[NH:27][C:28]4[CH:33]=[CH:32][CH:31]=[C:30](Br)[N:29]=4)=[CH:17][CH:16]=3)=[CH:11][CH:10]=2)[CH2:8][CH2:7]1)=[O:5])[CH3:2].[CH3:35][O:36][C:37]1[CH:42]=[CH:41][C:40](B(O)O)=[CH:39][N:38]=1. (5) Given the product [CH2:28]([O:30][C:31]([C@@:33]1([NH:38][C:39]([C@@H:41]2[CH2:45][C@@H:44]([OH:46])[CH2:43][N:42]2[C:23](=[O:24])[NH:1][C@H:2]([C:3](=[O:4])[NH:5][C@H:6]2[C:14]3[C:9](=[CH:10][CH:11]=[CH:12][CH:13]=3)[CH2:8][C@H:7]2[O:15][C:16](=[O:18])[CH3:17])[C:19]([CH3:22])([CH3:21])[CH3:20])=[O:40])[CH2:35][C@H:34]1[CH:36]=[CH2:37])=[O:32])[CH3:29], predict the reactants needed to synthesize it. The reactants are: [NH2:1][C@@H:2]([C:19]([CH3:22])([CH3:21])[CH3:20])[C:3]([NH:5][C@H:6]1[C:14]2[C:9](=[CH:10][CH:11]=[CH:12][CH:13]=2)[CH2:8][C@H:7]1[O:15][C:16](=[O:18])[CH3:17])=[O:4].[C:23]([O-])(O)=[O:24].[Na+].[CH2:28]([O:30][C:31]([C@:33]1([NH:38][C:39]([C@@H:41]2[CH2:45][C@@H:44]([OH:46])[CH2:43][NH:42]2)=[O:40])[CH2:35][C@@H:34]1[CH:36]=[CH2:37])=[O:32])[CH3:29]. (6) Given the product [CH3:25][O:13][C:11]([C:5]1[C:6]([NH:19][CH2:18][C:17]2[CH:20]=[CH:21][C:22]([O:23][CH3:24])=[C:15]([Cl:14])[CH:16]=2)=[N:7][C:8]([Cl:9])=[CH:3][N:4]=1)=[O:12], predict the reactants needed to synthesize it. The reactants are: CO[C:3]1[C:8]([Cl:9])=[N:7][C:6](Cl)=[C:5]([C:11]([OH:13])=[O:12])[N:4]=1.[Cl:14][C:15]1[CH:16]=[C:17]([CH:20]=[CH:21][C:22]=1[O:23][CH3:24])[CH2:18][NH2:19].[CH2:25](N(CC)CC)C.C1(C)C=CC=CC=1. (7) The reactants are: Cl.[Cl:2][C:3]1[CH:11]=[C:10]2[C:6]([CH2:7][CH2:8][C@H:9]2[NH2:12])=[C:5]([F:13])[CH:4]=1.[N:14]1[CH:19]=[CH:18][CH:17]=[C:16]([CH:20]=O)[CH:15]=1.[CH3:22][C:23]1[N:31]=[CH:30][CH:29]=[CH:28][C:24]=1[C:25]([OH:27])=O.C1(C2CCC([N+:44]#[C-:45])=CC2)C=CC=CC=1.C[OH:47]. Given the product [C:45]([C@@H:20]([C:16]1[CH:15]=[N:14][CH:19]=[CH:18][CH:17]=1)[N:12]([C@H:9]1[C:10]2[C:6](=[C:5]([F:13])[CH:4]=[C:3]([Cl:2])[CH:11]=2)[CH2:7][CH2:8]1)[C:25](=[O:27])[C:24]1[CH:28]=[CH:29][CH:30]=[N:31][C:23]=1[CH3:22])(=[O:47])[NH2:44], predict the reactants needed to synthesize it. (8) Given the product [CH3:37][N:38]1[CH2:43][CH2:42][N:41]([CH2:7][CH2:8][CH2:9][S:10]([N:13]2[CH2:18][CH2:17][CH:16]([C:19]3[C:27]4[C:22](=[C:23]([C:34]([NH2:36])=[O:35])[CH:24]=[C:25]([C:28]5[CH:33]=[CH:32][CH:31]=[CH:30][CH:29]=5)[CH:26]=4)[NH:21][CH:20]=3)[CH2:15][CH2:14]2)(=[O:12])=[O:11])[CH2:40][CH2:39]1, predict the reactants needed to synthesize it. The reactants are: NS(N)(=O)=O.Cl[CH2:7][CH2:8][CH2:9][S:10]([N:13]1[CH2:18][CH2:17][CH:16]([C:19]2[C:27]3[C:22](=[C:23]([C:34]([NH2:36])=[O:35])[CH:24]=[C:25]([C:28]4[CH:33]=[CH:32][CH:31]=[CH:30][CH:29]=4)[CH:26]=3)[NH:21][CH:20]=2)[CH2:15][CH2:14]1)(=[O:12])=[O:11].[CH3:37][N:38]1[CH2:43][CH2:42][NH:41][CH2:40][CH2:39]1.C([O-])([O-])=O.[K+].[K+].[Na+].[I-].